This data is from Peptide-MHC class I binding affinity with 185,985 pairs from IEDB/IMGT. The task is: Regression. Given a peptide amino acid sequence and an MHC pseudo amino acid sequence, predict their binding affinity value. This is MHC class I binding data. (1) The peptide sequence is SIKMIYDLNA. The MHC is HLA-A02:06 with pseudo-sequence HLA-A02:06. The binding affinity (normalized) is 0.359. (2) The peptide sequence is SVNDRLVSF. The MHC is H-2-Kb with pseudo-sequence H-2-Kb. The binding affinity (normalized) is 0.545. (3) The peptide sequence is ELLRPTTVV. The MHC is HLA-A02:06 with pseudo-sequence HLA-A02:06. The binding affinity (normalized) is 0.303. (4) The peptide sequence is NTQGYFPDWQ. The MHC is HLA-B40:02 with pseudo-sequence HLA-B40:02. The binding affinity (normalized) is 0. (5) The peptide sequence is KTKFFTRRL. The MHC is HLA-A24:02 with pseudo-sequence HLA-A24:02. The binding affinity (normalized) is 0. (6) The binding affinity (normalized) is 0.714. The peptide sequence is FTNDVSFLA. The MHC is HLA-A02:03 with pseudo-sequence HLA-A02:03. (7) The binding affinity (normalized) is 0.213. The MHC is HLA-B83:01 with pseudo-sequence HLA-B83:01. The peptide sequence is RQIRMTSTI.